Dataset: Forward reaction prediction with 1.9M reactions from USPTO patents (1976-2016). Task: Predict the product of the given reaction. Given the reactants N[C:2]1[C:3]([CH2:12][OH:13])=[CH:4][C:5]2[C:10]([CH:11]=1)=[CH:9][CH:8]=[CH:7][CH:6]=2.N([O-])=O.[Na+].[I-:18].[K+].OS(O)(=O)=O.[O-]S([O-])=O.[Na+].[Na+], predict the reaction product. The product is: [I:18][C:2]1[C:3]([CH2:12][OH:13])=[CH:4][C:5]2[C:10]([CH:11]=1)=[CH:9][CH:8]=[CH:7][CH:6]=2.